Dataset: Catalyst prediction with 721,799 reactions and 888 catalyst types from USPTO. Task: Predict which catalyst facilitates the given reaction. (1) Reactant: [N+:1]([C:4]1[CH:9]=[CH:8][CH:7]=[C:6]([NH2:10])[C:5]=1[NH2:11])([O-])=O. Product: [C:6]1([NH2:10])[CH:7]=[CH:8][CH:9]=[C:4]([NH2:1])[C:5]=1[NH2:11]. The catalyst class is: 19. (2) Reactant: [CH3:1][N:2]([CH3:18])[C:3]1([C:16]#N)[CH2:8][CH2:7][N:6]([CH2:9][C:10]2[CH:15]=[CH:14][CH:13]=[CH:12][CH:11]=2)[CH2:5][CH2:4]1.C([Mg]Cl)[C:20]1[CH:25]=[CH:24][CH:23]=[CH:22][CH:21]=1.Cl. Product: [CH3:18][N:2]([CH3:1])[C:3]1([CH2:16][C:20]2[CH:25]=[CH:24][CH:23]=[CH:22][CH:21]=2)[CH2:4][CH2:5][N:6]([CH2:9][C:10]2[CH:11]=[CH:12][CH:13]=[CH:14][CH:15]=2)[CH2:7][CH2:8]1. The catalyst class is: 28. (3) Reactant: C(N(CC)CC)C.Cl.[CH2:9]([O:11][C:12](=[O:20])[CH:13]([NH2:19])[C:14]([O:16][CH2:17][CH3:18])=[O:15])[CH3:10].[F:21][C:22]1[CH:23]=[C:24]([CH:28]=[CH:29][CH:30]=1)[C:25](Cl)=[O:26].O. Product: [CH2:17]([O:16][C:14](=[O:15])[CH:13]([NH:19][C:25](=[O:26])[C:24]1[CH:28]=[CH:29][CH:30]=[C:22]([F:21])[CH:23]=1)[C:12]([O:11][CH2:9][CH3:10])=[O:20])[CH3:18]. The catalyst class is: 4.